This data is from Full USPTO retrosynthesis dataset with 1.9M reactions from patents (1976-2016). The task is: Predict the reactants needed to synthesize the given product. (1) Given the product [Cl:1][C:2]1[CH:3]=[CH:4][C:5]([C:8]2[S:9][C:10]([C:16]([C:18]3[O:29][CH:26]=[CH:21][CH:22]=3)=[O:17])=[CH:11][C:12]=2[CH2:13][C:14](=[NH:15])[NH:24][OH:25])=[CH:6][CH:7]=1, predict the reactants needed to synthesize it. The reactants are: [Cl:1][C:2]1[CH:7]=[CH:6][C:5]([C:8]2[S:9][C:10]([C:16]([C:18]3OC=[CH:21][CH:22]=3)=[O:17])=[CH:11][C:12]=2[CH2:13][C:14]#[N:15])=[CH:4][CH:3]=1.Cl.[NH2:24][OH:25].[C:26](=[O:29])([O-])[O-].[K+].[K+].O. (2) Given the product [CH3:3][S:4]([C:7]1[CH:8]=[C:9]2[C:14](=[CH:15][CH:16]=1)[N:13]=[C:12]([C:17]1[CH:22]=[CH:21][CH:20]=[C:19]([C:23]([F:26])([F:24])[F:25])[CH:18]=1)[C:11]([CH2:27][N:28]1[CH2:29][CH2:30][CH:31]([N:34]3[CH2:35][CH2:36][CH2:37][CH2:38]3)[CH2:32][CH2:33]1)=[C:10]2[C:39]([OH:41])=[O:40])(=[O:6])=[O:5], predict the reactants needed to synthesize it. The reactants are: [OH-].[K+].[CH3:3][S:4]([C:7]1[CH:8]=[C:9]2[C:14](=[CH:15][CH:16]=1)[N:13]=[C:12]([C:17]1[CH:22]=[CH:21][CH:20]=[C:19]([C:23]([F:26])([F:25])[F:24])[CH:18]=1)[C:11]([CH2:27][N:28]1[CH2:33][CH2:32][CH:31]([N:34]3[CH2:38][CH2:37][CH2:36][CH2:35]3)[CH2:30][CH2:29]1)=[C:10]2[C:39]([O:41]C)=[O:40])(=[O:6])=[O:5]. (3) Given the product [CH2:21]([O:28][C:29]1[C:34]([CH2:35][N:9]2[CH2:8][CH2:7][C:6]3[C:11](=[C:2]([Cl:1])[C:3]([I:14])=[CH:4][C:5]=3[CH3:13])[C:10]2=[O:12])=[C:33]([O:37][CH3:38])[CH:32]=[C:31]([CH3:39])[N:30]=1)[C:22]1[CH:23]=[CH:24][CH:25]=[CH:26][CH:27]=1, predict the reactants needed to synthesize it. The reactants are: [Cl:1][C:2]1[C:3]([I:14])=[CH:4][C:5]([CH3:13])=[C:6]2[C:11]=1[C:10](=[O:12])[NH:9][CH2:8][CH2:7]2.CC(C)([O-])C.[K+].[CH2:21]([O:28][C:29]1[C:34]([CH2:35]Cl)=[C:33]([O:37][CH3:38])[CH:32]=[C:31]([CH3:39])[N:30]=1)[C:22]1[CH:27]=[CH:26][CH:25]=[CH:24][CH:23]=1. (4) Given the product [C:1]([C:3]1[CH:4]=[C:5]([C:13]2[O:17][N:16]=[C:15]([C:18]3[CH:32]=[CH:31][C:21]4[CH2:22][CH2:23][N:24]([CH2:27][C:28]([NH:64][C@H:62]([CH3:63])[CH2:61][O:60][Si:59]([C:56]([CH3:58])([CH3:57])[CH3:55])([CH3:65])[CH3:66])=[O:30])[CH2:25][CH2:26][C:20]=4[CH:19]=3)[N:14]=2)[CH:6]=[CH:7][C:8]=1[O:9][CH:10]([CH3:12])[CH3:11])#[N:2], predict the reactants needed to synthesize it. The reactants are: [C:1]([C:3]1[CH:4]=[C:5]([C:13]2[O:17][N:16]=[C:15]([C:18]3[CH:32]=[CH:31][C:21]4[CH2:22][CH2:23][N:24]([CH2:27][C:28]([OH:30])=O)[CH2:25][CH2:26][C:20]=4[CH:19]=3)[N:14]=2)[CH:6]=[CH:7][C:8]=1[O:9][CH:10]([CH3:12])[CH3:11])#[N:2].C(Cl)CCl.C(N1CCOCC1)C.C1C=CC2N(O)N=NC=2C=1.[CH3:55][C:56]([Si:59]([CH3:66])([CH3:65])[O:60][CH2:61][C@H:62]([NH2:64])[CH3:63])([CH3:58])[CH3:57]. (5) Given the product [CH:1]1([C:7]2[CH:8]=[CH:9][C:10]([C:13]3[O:14][C:15]([CH3:34])=[C:16]([CH2:18][CH2:19][O:20][C:21]4[C:22]5[CH2:23][CH2:24][CH:25]=[C:26]([CH2:31][CH:32]([O:54][CH2:52][CH3:53])[O:33][CH2:36][CH3:37])[C:27]=5[CH:28]=[CH:29][CH:30]=4)[N:17]=3)=[CH:11][CH:12]=2)[CH2:6][CH2:5][CH2:4][CH2:3][CH2:2]1, predict the reactants needed to synthesize it. The reactants are: [CH:1]1([C:7]2[CH:12]=[CH:11][C:10]([C:13]3[O:14][C:15]([CH3:34])=[C:16]([CH2:18][CH2:19][O:20][C:21]4[CH:30]=[CH:29][CH:28]=[C:27]5[C:22]=4[CH2:23][CH2:24][CH:25]=[C:26]5[CH2:31][CH:32]=[O:33])[N:17]=3)=[CH:9][CH:8]=2)[CH2:6][CH2:5][CH2:4][CH2:3][CH2:2]1.O.[C:36]1(C)C=CC(S(O)(=O)=O)=C[CH:37]=1.C(=O)([O-])O.[Na+].[CH2:52]([OH:54])[CH3:53]. (6) Given the product [Cl:1][C:2]1[CH:7]=[C:6]([F:8])[C:5]([C:9]2[C:10]3[C:11](=[CH:15][C:16]([N:19]4[CH2:24][CH2:23][O:22][CH2:21][CH2:20]4)=[CH:43][CH:18]=3)[N:12]=[CH:13][N:14]=2)=[CH:4][C:3]=1[CH:25]([C:27]1[S:28][CH:29]=[C:30]([CH2:32][NH:36][CH3:34])[N:31]=1)[OH:26], predict the reactants needed to synthesize it. The reactants are: [Cl:1][C:2]1[CH:7]=[C:6]([F:8])[C:5]([C:9]2[C:10]3[CH:18]=N[C:16]([N:19]4[CH2:24][CH2:23][O:22][CH2:21][CH2:20]4)=[CH:15][C:11]=3[N:12]=[CH:13][N:14]=2)=[CH:4][C:3]=1[CH:25]([C:27]1[S:28][CH:29]=[C:30]([CH2:32]O)[N:31]=1)[OH:26].[CH2:34]([N:36](C(C)C)C(C)C)C.[CH3:43]S(Cl)(=O)=O.CN.[Cl-].[Na+]. (7) Given the product [F:1][C:2]1[CH:7]=[CH:6][C:5]([C:8]2[N:9]=[CH:10][N:11]([CH:26]3[CH2:31][CH2:30][O:29][CH2:28][CH2:27]3)[C:12]=2[C:13]2[CH:14]=[CH:15][C:16]3[N:17]([CH:19]=[C:20]([NH2:22])[N:21]=3)[N:18]=2)=[CH:4][CH:3]=1, predict the reactants needed to synthesize it. The reactants are: [F:1][C:2]1[CH:7]=[CH:6][C:5]([C:8]2[N:9]=[CH:10][N:11]([CH:26]3[CH2:31][CH2:30][O:29][CH2:28][CH2:27]3)[C:12]=2[C:13]2[CH:14]=[CH:15][C:16]3[N:17]([CH:19]=[C:20]([NH:22]C(=O)C)[N:21]=3)[N:18]=2)=[CH:4][CH:3]=1.Cl.O1CCOCC1. (8) Given the product [OH:2]/[CH:1]=[C:15]1/[CH2:14][C:12]2([C:20]3[CH:21]=[CH:22][CH:23]=[CH:24][CH:25]=3)[C:13]3[N:5]([CH3:4])[N:6]=[C:7]([C:26]4[CH:27]=[CH:28][CH:29]=[CH:30][CH:31]=4)[C:8]=3[CH2:9][CH2:10][CH:11]2[CH:17]([CH3:18])[C:16]/1=[O:19], predict the reactants needed to synthesize it. The reactants are: [CH3:1][O-:2].[Na+].[CH3:4][N:5]1[C:13]2[C:12]3([C:20]4[CH:25]=[CH:24][CH:23]=[CH:22][CH:21]=4)[CH2:14][CH2:15][C:16](=[O:19])[CH:17]([CH3:18])[CH:11]3[CH2:10][CH2:9][C:8]=2[C:7]([C:26]2[CH:31]=[CH:30][CH:29]=[CH:28][CH:27]=2)=[N:6]1. (9) Given the product [F:13][C:8]1[CH:9]=[CH:10][CH:11]=[CH:12][C:7]=1[CH2:6][N:15]([CH2:16][CH2:17][OH:18])[CH3:14], predict the reactants needed to synthesize it. The reactants are: CS(O[CH2:6][C:7]1[CH:12]=[CH:11][CH:10]=[CH:9][C:8]=1[F:13])(=O)=O.[CH3:14][NH:15][CH2:16][CH2:17][OH:18].